This data is from Peptide-MHC class II binding affinity with 134,281 pairs from IEDB. The task is: Regression. Given a peptide amino acid sequence and an MHC pseudo amino acid sequence, predict their binding affinity value. This is MHC class II binding data. (1) The peptide sequence is EPIAAYHFDLSGIAF. The MHC is DRB1_0101 with pseudo-sequence DRB1_0101. The binding affinity (normalized) is 0.0876. (2) The peptide sequence is LQEIPTMLKKGMTTV. The MHC is HLA-DQA10201-DQB10402 with pseudo-sequence HLA-DQA10201-DQB10402. The binding affinity (normalized) is 0.277. (3) The peptide sequence is LSFAAALNGLAGPLH. The MHC is HLA-DPA10201-DPB11401 with pseudo-sequence HLA-DPA10201-DPB11401. The binding affinity (normalized) is 0.0479. (4) The peptide sequence is ALKESWGAIWRIDTP. The MHC is DRB1_0401 with pseudo-sequence DRB1_0401. The binding affinity (normalized) is 0.429. (5) The peptide sequence is AFKVAATAANAALAN. The binding affinity (normalized) is 0.906. The MHC is DRB1_1001 with pseudo-sequence DRB1_1001. (6) The peptide sequence is AEMVIHHQHVQDCDE. The MHC is HLA-DQA10201-DQB10303 with pseudo-sequence HLA-DQA10201-DQB10303. The binding affinity (normalized) is 0.366.